From a dataset of Forward reaction prediction with 1.9M reactions from USPTO patents (1976-2016). Predict the product of the given reaction. Given the reactants [CH:1]1[C:13]2[C:12](=[CH:14][C:15](O)=[O:16])[C:11]3[C:6](=[CH:7][CH:8]=[CH:9][CH:10]=3)[C:5]=2[CH:4]=[CH:3][CH:2]=1.Cl.C(N=C=NCCCN(C)C)C.OC1C2N=NNC=2C=CC=1.C(N(CC)CC)C.Cl.[CH3:48][O:49][C:50](=[O:56])[CH2:51][CH2:52][CH2:53][CH2:54][NH2:55], predict the reaction product. The product is: [CH3:48][O:49][C:50](=[O:56])[CH2:51][CH2:52][CH2:53][CH2:54][NH:55][C:15](=[O:16])[CH:14]=[C:12]1[C:13]2[CH:1]=[CH:2][CH:3]=[CH:4][C:5]=2[C:6]2[C:11]1=[CH:10][CH:9]=[CH:8][CH:7]=2.